This data is from Reaction yield outcomes from USPTO patents with 853,638 reactions. The task is: Predict the reaction yield, written as a fraction of the theoretical maximum amount of product (1.0 means a 100% yield; for example, 0.34 means a 34% yield). (1) The reactants are [C:1]([O:5][C:6](=[O:16])[NH:7][CH2:8][CH2:9][CH:10]1[CH2:15][CH2:14][NH:13][CH2:12][CH2:11]1)([CH3:4])([CH3:3])[CH3:2].Br[C:18]1[C:27]2[C:22](=[CH:23][CH:24]=[C:25]([O:28][CH3:29])[CH:26]=2)[N:21]=[CH:20][CH:19]=1.CCN(CC)CC. The catalyst is CN(C=O)C. The product is [C:1]([O:5][C:6](=[O:16])[NH:7][CH2:8][CH2:9][CH:10]1[CH2:11][CH2:12][N:13]([C:18]2[C:27]3[C:22](=[CH:23][CH:24]=[C:25]([O:28][CH3:29])[CH:26]=3)[N:21]=[CH:20][CH:19]=2)[CH2:14][CH2:15]1)([CH3:4])([CH3:2])[CH3:3]. The yield is 0.740. (2) The reactants are C[O:2][C:3]([C:5]12[CH2:23][CH:22]1[CH2:21][CH2:20][CH2:19][CH2:18][CH2:17][CH2:16][CH2:15][CH:14]([NH:24][C:25]([O:27][C:28]([CH3:31])([CH3:30])[CH3:29])=[O:26])[C:13](=[O:32])[N:12]1[CH:8]([CH2:9][CH:10]([O:33][C:34]([N:36]3[CH2:44][C:43]4[C:38](=[CH:39][CH:40]=[CH:41][C:42]=4[F:45])[CH2:37]3)=[O:35])[CH2:11]1)[C:7](=[O:46])[NH:6]2)=[O:4].C1COCC1.CO.[OH-].[Li+]. The catalyst is CCOC(C)=O.O. The product is [C:28]([O:27][C:25]([NH:24][CH:14]1[C:13](=[O:32])[N:12]2[CH:8]([CH2:9][CH:10]([O:33][C:34]([N:36]3[CH2:44][C:43]4[C:38](=[CH:39][CH:40]=[CH:41][C:42]=4[F:45])[CH2:37]3)=[O:35])[CH2:11]2)[C:7](=[O:46])[NH:6][C:5]2([C:3]([OH:4])=[O:2])[CH:22]([CH2:23]2)[CH2:21][CH2:20][CH2:19][CH2:18][CH2:17][CH2:16][CH2:15]1)=[O:26])([CH3:31])([CH3:29])[CH3:30]. The yield is 0.970. (3) The reactants are [N:1]1([C:7]2[C:12]([C:13]3[CH:14]=[CH:15][C:16]4[C:17]5[N:31](C6CCCCO6)[N:30]=[CH:29][C:18]=5[C:19](=[O:28])[N:20]([CH2:23][C:24]([F:27])([F:26])[F:25])[C:21]=4[CH:22]=3)=[CH:11][CH:10]=[CH:9][N:8]=2)[CH2:6][CH2:5][CH2:4][CH2:3][CH2:2]1.N1(C2C(C3C=CC4C5NN(C6CCCCO6)CC=5C(=O)N(CC(F)(F)F)C=4C=3)=CC=CN=2)CCCCC1.[ClH:75]. The catalyst is O. The product is [ClH:75].[N:1]1([C:7]2[C:12]([C:13]3[CH:14]=[CH:15][C:16]4[C:17]5[NH:31][N:30]=[CH:29][C:18]=5[C:19](=[O:28])[N:20]([CH2:23][C:24]([F:26])([F:25])[F:27])[C:21]=4[CH:22]=3)=[CH:11][CH:10]=[CH:9][N:8]=2)[CH2:2][CH2:3][CH2:4][CH2:5][CH2:6]1. The yield is 0.860. (4) The reactants are Br[C:2]1[C:11]([O:12][C:13]2[C:22]3[C:17](=[CH:18][C:19]([O:25][CH3:26])=[C:20]([O:23][CH3:24])[CH:21]=3)[N:16]=[CH:15][CH:14]=2)=[CH:10][C:9]2[C:4](=[CH:5][CH:6]=[CH:7][CH:8]=2)[N:3]=1.[OH:27][CH2:28][C:29]1[CH:30]=[C:31](OB=O)[CH:32]=[CH:33][CH:34]=1.C(=O)([O-])[O-].[K+].[K+]. The catalyst is CN(C)C=O. The product is [CH3:24][O:23][C:20]1[CH:21]=[C:22]2[C:17](=[CH:18][C:19]=1[O:25][CH3:26])[N:16]=[CH:15][CH:14]=[C:13]2[O:12][C:11]1[C:2]([C:33]2[CH:34]=[C:29]([CH2:28][OH:27])[CH:30]=[CH:31][CH:32]=2)=[N:3][C:4]2[C:9]([CH:10]=1)=[CH:8][CH:7]=[CH:6][CH:5]=2. The yield is 0.970. (5) The reactants are [OH:1][CH2:2][C@H:3]1[NH:7][C:6](=[O:8])[CH2:5][CH2:4]1.[O:9]1[CH:14]=[CH:13][CH2:12][CH2:11][CH2:10]1.O.CC1C=CC(S(O)(=O)=O)=CC=1.C(=O)([O-])O.[Na+]. The catalyst is ClCCl.[Cl-].[Na+].O. The product is [O:9]1[CH2:14][CH2:13][CH2:12][CH2:11][CH:10]1[O:1][CH2:2][C@H:3]1[NH:7][C:6](=[O:8])[CH2:5][CH2:4]1. The yield is 0.670. (6) The reactants are [F:1][C:2]1[CH:3]=[C:4]2[C:8](=[CH:9][C:10]=1[F:11])[N:7]([S:12]([C:15]1[CH:20]=[CH:19][CH:18]=[CH:17][CH:16]=1)(=[O:14])=[O:13])[CH:6]=[C:5]2[C:21]1[CH:22]=[N:23][N:24](C(OC(C)(C)C)=O)[CH:25]=1.[ClH:33]. The catalyst is CCOC(C)=O. The product is [ClH:33].[F:1][C:2]1[CH:3]=[C:4]2[C:8](=[CH:9][C:10]=1[F:11])[N:7]([S:12]([C:15]1[CH:16]=[CH:17][CH:18]=[CH:19][CH:20]=1)(=[O:13])=[O:14])[CH:6]=[C:5]2[C:21]1[CH:22]=[N:23][NH:24][CH:25]=1. The yield is 0.880. (7) The reactants are [CH3:1][O:2][C:3]1[CH:4]=[C:5]2[C:10](=[CH:11][C:12]=1[O:13][CH3:14])[N:9]=[CH:8][N:7]=[C:6]2[N:15]1[CH2:20][CH2:19][N:18]([C:21]([NH:23][C:24]2[CH:29]=[CH:28][C:27]([N+:30]([O-])=O)=[CH:26][CH:25]=2)=[O:22])[CH2:17][CH2:16]1.[H][H]. The catalyst is C(O)C.O.[C].[Pd]. The product is [NH2:30][C:27]1[CH:28]=[CH:29][C:24]([NH:23][C:21]([N:18]2[CH2:17][CH2:16][N:15]([C:6]3[C:5]4[C:10](=[CH:11][C:12]([O:13][CH3:14])=[C:3]([O:2][CH3:1])[CH:4]=4)[N:9]=[CH:8][N:7]=3)[CH2:20][CH2:19]2)=[O:22])=[CH:25][CH:26]=1. The yield is 0.290.